From a dataset of Reaction yield outcomes from USPTO patents with 853,638 reactions. Predict the reaction yield, written as a fraction of the theoretical maximum amount of product (1.0 means a 100% yield; for example, 0.34 means a 34% yield). (1) The reactants are [NH2:1][C:2]1[CH:7]=[N:6][C:5]([Br:8])=[CH:4][N:3]=1.C(N(C(C)C)CC)(C)C.[CH:18]1([C:24](Cl)=[O:25])[CH2:23][CH2:22][CH2:21][CH2:20][CH2:19]1.[Cl-].[NH4+]. The catalyst is O1CCCC1. The product is [Br:8][C:5]1[N:6]=[CH:7][C:2]([NH:1][C:24]([CH:18]2[CH2:23][CH2:22][CH2:21][CH2:20][CH2:19]2)=[O:25])=[N:3][CH:4]=1. The yield is 0.920. (2) The product is [C:14]([O:17][CH2:12][C:3]1[CH:4]=[C:5]([CH:10]=[CH:11][C:2]=1[Br:1])[C:6]([O:8][CH3:9])=[O:7])(=[O:16])[CH3:15]. The catalyst is CC(O)=O. The reactants are [Br:1][C:2]1[CH:11]=[CH:10][C:5]([C:6]([O:8][CH3:9])=[O:7])=[CH:4][C:3]=1[CH2:12]Br.[C:14]([O-:17])(=[O:16])[CH3:15].[Na+]. The yield is 0.790. (3) The reactants are [N:1]1([C:7]2[CH:14]=[CH:13][C:10]([C:11]#[N:12])=[CH:9][CH:8]=2)[CH2:6][CH2:5][O:4][CH2:3][CH2:2]1.[H-].[H-].[H-].[H-].[Li+].[Al+3].[OH-].[Na+].O. The catalyst is C1COCC1. The product is [N:1]1([C:7]2[CH:8]=[CH:9][C:10]([CH2:11][NH2:12])=[CH:13][CH:14]=2)[CH2:6][CH2:5][O:4][CH2:3][CH2:2]1. The yield is 0.230. (4) The reactants are [CH2:1]([C:5]1[N:6]=[C:7]([CH2:27][O:28][CH3:29])[NH:8][C:9](=[O:26])[C:10]=1[CH2:11][C:12]1[CH:17]=[CH:16][C:15]([C:18]2[C:19]([C:24]#[N:25])=[CH:20][CH:21]=[CH:22][CH:23]=2)=[CH:14][CH:13]=1)[CH2:2][CH2:3][CH3:4].[CH2:30](Br)[C:31]1[CH:36]=[CH:35][CH:34]=[CH:33][CH:32]=1.C(=O)([O-])[O-].[Cs+].[Cs+]. The catalyst is CN(C)C(=O)C.C(OCC)(=O)C. The product is [CH2:30]([N:8]1[C:9](=[O:26])[C:10]([CH2:11][C:12]2[CH:17]=[CH:16][C:15]([C:18]3[C:19]([C:24]#[N:25])=[CH:20][CH:21]=[CH:22][CH:23]=3)=[CH:14][CH:13]=2)=[C:5]([CH2:1][CH2:2][CH2:3][CH3:4])[N:6]=[C:7]1[CH2:27][O:28][CH3:29])[C:31]1[CH:36]=[CH:35][CH:34]=[CH:33][CH:32]=1. The yield is 0.320. (5) The reactants are [CH3:1][C:2]1([CH3:9])[O:6][CH:5]([CH2:7][OH:8])[CH2:4][O:3]1.[H-].[Na+].[CH:12]1[CH:17]=[CH:16][C:15]([CH2:18]Br)=[CH:14][CH:13]=1. The catalyst is CN(C=O)C. The product is [CH2:18]([O:8][CH2:7][CH:5]1[CH2:4][O:3][C:2]([CH3:9])([CH3:1])[O:6]1)[C:15]1[CH:16]=[CH:17][CH:12]=[CH:13][CH:14]=1. The yield is 0.890.